From a dataset of Full USPTO retrosynthesis dataset with 1.9M reactions from patents (1976-2016). Predict the reactants needed to synthesize the given product. (1) Given the product [F:8][C:6]1[CH:7]=[C:2]([C:31]2[CH:30]=[N:29][CH:34]=[CH:33][CH:32]=2)[CH:3]=[C:4]([F:22])[C:5]=1[C:9]([N:11]1[CH2:15][CH2:14][CH2:13][C@H:12]1[CH2:16][N:17]1[CH2:21][CH2:20][CH2:19][CH2:18]1)=[O:10], predict the reactants needed to synthesize it. The reactants are: Br[C:2]1[CH:7]=[C:6]([F:8])[C:5]([C:9]([N:11]2[CH2:15][CH2:14][CH2:13][C@H:12]2[CH2:16][N:17]2[CH2:21][CH2:20][CH2:19][CH2:18]2)=[O:10])=[C:4]([F:22])[CH:3]=1.C(=O)([O-])[O-].[Na+].[Na+].[N:29]1[CH:34]=[CH:33][CH:32]=[C:31](B(O)O)[CH:30]=1. (2) Given the product [OH:5][C@H:2]([CH2:1][OH:6])[CH2:3][N:37]1[CH2:36][CH2:35][C:34]2[CH:40]=[CH:41][C:31]([C:28]3[N:27]=[C:26]([C:21]4[CH:22]=[C:23]([C:24]#[N:25])[C:18]([O:17][CH:15]([CH3:16])[CH3:14])=[N:19][CH:20]=4)[O:30][N:29]=3)=[CH:32][C:33]=2[CH2:39][CH2:38]1, predict the reactants needed to synthesize it. The reactants are: [CH2:1]([OH:6])[C@@H:2]([OH:5])[CH:3]=O.FC(F)(F)C(O)=O.[CH3:14][CH:15]([O:17][C:18]1[C:23]([C:24]#[N:25])=[CH:22][C:21]([C:26]2[O:30][N:29]=[C:28]([C:31]3[CH:41]=[CH:40][C:34]4[CH2:35][CH2:36][NH:37][CH2:38][CH2:39][C:33]=4[CH:32]=3)[N:27]=2)=[CH:20][N:19]=1)[CH3:16].C(O)(=O)C.C(O[BH-](OC(=O)C)OC(=O)C)(=O)C.[Na+].C(=O)([O-])O.[Na+].